This data is from Catalyst prediction with 721,799 reactions and 888 catalyst types from USPTO. The task is: Predict which catalyst facilitates the given reaction. (1) Reactant: [CH2:1]([O:8][C:9]1[CH:18]=[C:17]2[C:12]([C:13](Cl)=[CH:14][CH:15]=[N:16]2)=[CH:11][C:10]=1[O:20][CH3:21])[C:2]1[CH:7]=[CH:6][CH:5]=[CH:4][CH:3]=1.[OH:22][C:23]1[CH:28]=[CH:27][C:26]([NH:29][C:30]([C:32]2[S:33][CH:34]=[CH:35][CH:36]=2)=[O:31])=[CH:25][CH:24]=1.C(Cl)Cl.[OH-].[Na+]. Product: [CH2:1]([O:8][C:9]1[CH:18]=[C:17]2[C:12]([C:13]([O:22][C:23]3[CH:24]=[CH:25][C:26]([NH:29][C:30]([C:32]4[S:33][CH:34]=[CH:35][CH:36]=4)=[O:31])=[CH:27][CH:28]=3)=[CH:14][CH:15]=[N:16]2)=[CH:11][C:10]=1[O:20][CH3:21])[C:2]1[CH:7]=[CH:6][CH:5]=[CH:4][CH:3]=1. The catalyst class is: 3. (2) Reactant: [CH:1]1([NH:7][C:8]2[N:9]([C:17]3[CH:22]=[CH:21][CH:20]=[CH:19][CH:18]=3)[N:10]=[C:11]3[C:16]=2[CH:15]=[CH:14][CH:13]=[CH:12]3)[CH2:6][CH2:5][CH2:4][CH2:3][CH2:2]1.[N:23]([C:26]1[C:31]([CH3:32])=[CH:30][CH:29]=[CH:28][C:27]=1[CH3:33])=[C:24]=[O:25]. Product: [CH:1]1([N:7]([C:8]2[N:9]([C:17]3[CH:18]=[CH:19][CH:20]=[CH:21][CH:22]=3)[N:10]=[C:11]3[C:16]=2[CH:15]=[CH:14][CH:13]=[CH:12]3)[C:24]([NH:23][C:26]2[C:27]([CH3:33])=[CH:28][CH:29]=[CH:30][C:31]=2[CH3:32])=[O:25])[CH2:6][CH2:5][CH2:4][CH2:3][CH2:2]1. The catalyst class is: 11. (3) Reactant: [CH3:1][N:2]([CH3:20])[C:3]1[CH:8]=[CH:7][N:6]2[CH:9]=[C:10]([C:12]3[CH:17]=[CH:16][C:15]([CH2:18][OH:19])=[CH:14][CH:13]=3)[N:11]=[C:5]2[CH:4]=1.[C:21]([O-])([O-])=[O:22].[K+].[K+].CI. Product: [C:18]([OH:19])(=[O:22])[CH3:15].[CH3:21][O:19][CH2:18][C:15]1[CH:16]=[CH:17][C:12]([C:10]2[N:11]=[C:5]3[CH:4]=[C:3]([N:2]([CH3:20])[CH3:1])[CH:8]=[CH:7][N:6]3[CH:9]=2)=[CH:13][CH:14]=1. The catalyst class is: 3. (4) Product: [C:1]([CH2:3][NH:4][C:5]([C:7]1([NH:13][C:30](=[O:31])[C:29]2[CH:28]=[CH:27][C:26]([CH:23]3[CH2:22][CH2:21][N:20]([CH:15]4[CH2:19][CH2:18][CH2:17][CH2:16]4)[CH2:25][CH2:24]3)=[CH:34][CH:33]=2)[CH2:12][CH2:11][CH2:10][CH2:9][CH2:8]1)=[O:6])#[N:2]. Reactant: [C:1]([CH2:3][NH:4][C:5]([C:7]1([NH2:13])[CH2:12][CH2:11][CH2:10][CH2:9][CH2:8]1)=[O:6])#[N:2].Cl.[CH:15]1([N:20]2[CH2:25][CH2:24][CH:23]([C:26]3[CH:34]=[CH:33][C:29]([C:30](O)=[O:31])=[CH:28][CH:27]=3)[CH2:22][CH2:21]2)[CH2:19][CH2:18][CH2:17][CH2:16]1.C1C=CC2N(O)N=NC=2C=1.C(N(CC)CC)C. The catalyst class is: 3. (5) Reactant: CCO.C1(C)C(S([N:13]2[CH:17]=[CH:16][CH:15]=[C:14]2[C:18](=[O:32])[C:19]2[CH:24]=[CH:23][C:22]([NH:25]C(=O)C(F)(F)F)=[CH:21][CH:20]=2)(=O)=O)=CC=CC=1.[OH-].[K+]. Product: [NH2:25][C:22]1[CH:23]=[CH:24][C:19]([C:18]([C:14]2[NH:13][CH:17]=[CH:16][CH:15]=2)=[O:32])=[CH:20][CH:21]=1. The catalyst class is: 25. (6) Reactant: [C:1]([CH:5]1[CH2:9][CH2:8][N:7]([C:10]2[N:15]=[C:14]([NH:16][C:17]3[C:18]4[N:19]([CH:32]=[CH:33][N:34]=4)[N:20]=[C:21]([C:23]4[CH:24]=[C:25]([CH:29]=[CH:30][CH:31]=4)[C:26](O)=[O:27])[CH:22]=3)[CH:13]=[CH:12][CH:11]=2)[CH2:6]1)([CH3:4])([CH3:3])[CH3:2].[NH4+].CC[N:38]=C=NCCCN(C)C.C1C=CC2N(O)N=NC=2C=1.CCN(CC)CC. Product: [C:1]([CH:5]1[CH2:9][CH2:8][N:7]([C:10]2[N:15]=[C:14]([NH:16][C:17]3[C:18]4[N:19]([CH:32]=[CH:33][N:34]=4)[N:20]=[C:21]([C:23]4[CH:24]=[C:25]([CH:29]=[CH:30][CH:31]=4)[C:26]([NH2:38])=[O:27])[CH:22]=3)[CH:13]=[CH:12][CH:11]=2)[CH2:6]1)([CH3:2])([CH3:4])[CH3:3]. The catalyst class is: 346. (7) Reactant: [OH:1][C:2]1[CH:7]=[CH:6][C:5]([C:8]2[CH:9]=[C:10]3[C:14](=[CH:15][CH:16]=2)[N:13]([C:17]([O:19][C:20]([CH3:23])([CH3:22])[CH3:21])=[O:18])[CH:12]=[CH:11]3)=[CH:4][CH:3]=1.[CH2:24](Br)[C:25]1[CH:30]=[CH:29][CH:28]=[CH:27][CH:26]=1.C([O-])([O-])=O.[K+].[K+]. Product: [CH2:24]([O:1][C:2]1[CH:3]=[CH:4][C:5]([C:8]2[CH:9]=[C:10]3[C:14](=[CH:15][CH:16]=2)[N:13]([C:17]([O:19][C:20]([CH3:23])([CH3:22])[CH3:21])=[O:18])[CH2:12][CH2:11]3)=[CH:6][CH:7]=1)[C:25]1[CH:30]=[CH:29][CH:28]=[CH:27][CH:26]=1. The catalyst class is: 3.